Task: Regression/Classification. Given a drug SMILES string, predict its absorption, distribution, metabolism, or excretion properties. Task type varies by dataset: regression for continuous measurements (e.g., permeability, clearance, half-life) or binary classification for categorical outcomes (e.g., BBB penetration, CYP inhibition). Dataset: cyp2c9_veith.. Dataset: CYP2C9 inhibition data for predicting drug metabolism from PubChem BioAssay (1) The drug is COc1ccc(CN(C(=O)Cc2cccs2)C(C(=O)NC2CCCC2)c2ccncc2)cc1. The result is 1 (inhibitor). (2) The compound is [N-]=[N+]=Nc1ccc([As](=O)(O)O)cc1. The result is 0 (non-inhibitor). (3) The molecule is COCCn1c(=O)c(-c2cn(C)c3ccccc23)nc2cnc(Oc3cccc(Cl)c3)nc21. The result is 0 (non-inhibitor). (4) The molecule is COc1ccc(O[C@H]2C=C[C@@H](c3ccccc3)O[C@@H]2CON=C(C)C)cc1. The result is 0 (non-inhibitor).